Dataset: Full USPTO retrosynthesis dataset with 1.9M reactions from patents (1976-2016). Task: Predict the reactants needed to synthesize the given product. (1) Given the product [N:9]1[CH:14]=[C:13]([CH2:15][O:16][C:2]2[S:6][N:5]=[C:4]([S:7][CH3:8])[N:3]=2)[CH:12]=[N:11][CH:10]=1, predict the reactants needed to synthesize it. The reactants are: Cl[C:2]1[S:6][N:5]=[C:4]([S:7][CH3:8])[N:3]=1.[N:9]1[CH:14]=[C:13]([CH2:15][OH:16])[CH:12]=[N:11][CH:10]=1.[H-].[Na+].[Cl-].[Na+]. (2) Given the product [C:43]([NH:10][C:11]1[CH:12]=[C:13]([CH:14]=[CH:15][CH:16]=1)[O:17][C:7]1[C:2]([C:26]2[CH:27]=[N:28][N:29]([CH2:31][C:32]3[CH:33]=[C:34]([CH:39]=[CH:40][CH:41]=3)[C:35]([O:37][CH3:38])=[O:36])[CH:30]=2)=[C:3]([NH2:9])[N:4]=[CH:5][N:6]=1)(=[O:46])[CH:44]=[CH2:45], predict the reactants needed to synthesize it. The reactants are: Cl[C:2]1[C:3]([NH2:9])=[N:4][CH:5]=[N:6][C:7]=1Cl.[NH2:10][C:11]1[CH:12]=[C:13]([OH:17])[CH:14]=[CH:15][CH:16]=1.CC1(C)C(C)(C)OB([C:26]2[CH:27]=[N:28][N:29]([CH2:31][C:32]3[CH:33]=[C:34]([CH:39]=[CH:40][CH:41]=3)[C:35]([O:37][CH3:38])=[O:36])[CH:30]=2)O1.[C:43](Cl)(=[O:46])[CH:44]=[CH2:45]. (3) Given the product [CH3:1][O:2][CH2:3][C:4]1[N:5]=[C:6]([NH:9][C:10]([C:12]2[C:17]([NH:18][C:21]3[CH:22]=[N:23][CH:24]=[C:25]([F:27])[CH:26]=3)=[CH:16][CH:15]=[C:14]([CH3:19])[N:13]=2)=[O:11])[S:7][CH:8]=1, predict the reactants needed to synthesize it. The reactants are: [CH3:1][O:2][CH2:3][C:4]1[N:5]=[C:6]([NH:9][C:10]([C:12]2[C:17]([NH2:18])=[CH:16][CH:15]=[C:14]([CH3:19])[N:13]=2)=[O:11])[S:7][CH:8]=1.Br[C:21]1[CH:22]=[N:23][CH:24]=[C:25]([F:27])[CH:26]=1. (4) Given the product [NH2:11][C:6]1[C:3]([C:4]#[N:5])=[C:2]([CH2:13][CH:12]([CH3:33])[CH3:17])[N:9]=[C:8]([NH2:10])[CH:7]=1, predict the reactants needed to synthesize it. The reactants are: Br[C:2]1[N:9]=[C:8]([NH2:10])[CH:7]=[C:6]([NH2:11])[C:3]=1[C:4]#[N:5].[C:12]1([CH3:33])[CH:17]=CC=C[C:13]=1P([C:13]1C=CC=[CH:17][C:12]=1[CH3:33])[C:13]1C=CC=[CH:17][C:12]=1[CH3:33].CN(C=O)C.[I-].C([Zn+])C(C)C. (5) The reactants are: [CH:1]1([C:7]2[CH:20]=[CH:19][C:10]([O:11][CH2:12][CH:13]3[O:17][C:16]([NH2:18])=[N:15][CH2:14]3)=[CH:9][CH:8]=2)[CH2:6][CH2:5][CH2:4][CH2:3][CH2:2]1.[C:21](OCC)(=[O:24])[CH:22]=[CH2:23].CCCCCCC. Given the product [CH:1]1([C:7]2[CH:20]=[CH:19][C:10]([O:11][CH2:12][CH:13]3[O:17][C:16]4=[N:18][C:21](=[O:24])[CH2:22][CH2:23][N:15]4[CH2:14]3)=[CH:9][CH:8]=2)[CH2:2][CH2:3][CH2:4][CH2:5][CH2:6]1, predict the reactants needed to synthesize it. (6) The reactants are: [Mg].II.Br[CH2:5][C:6]([CH3:9])([CH3:8])[CH3:7].[Br-].[CH3:11][O:12][C:13](=[O:22])[C:14]1[CH:19]=[CH:18][C:17]([CH:20]=[O:21])=[CH:16][CH:15]=1. Given the product [CH3:11][O:12][C:13](=[O:22])[C:14]1[CH:19]=[CH:18][C:17]([CH:20]([OH:21])[CH2:5][C:6]([CH3:9])([CH3:8])[CH3:7])=[CH:16][CH:15]=1, predict the reactants needed to synthesize it. (7) Given the product [O:1]=[C:2]1[C:11]2[C:6](=[CH:7][CH:8]=[CH:9][CH:10]=2)[N:5]=[C:4]([C:12]([NH:14][CH2:15][C:16]2[CH:17]=[C:18]([C:22]3[CH:27]=[CH:26][C:25]([S:28]([NH:31][C@H:32]([C:36]([OH:38])=[O:37])[CH:33]([CH3:35])[CH3:34])(=[O:29])=[O:30])=[CH:24][CH:23]=3)[CH:19]=[CH:20][CH:21]=2)=[O:13])[NH:3]1, predict the reactants needed to synthesize it. The reactants are: [O:1]=[C:2]1[C:11]2[C:6](=[CH:7][CH:8]=[CH:9][CH:10]=2)[N:5]=[C:4]([C:12]([NH:14][CH2:15][C:16]2[CH:17]=[C:18]([C:22]3[CH:27]=[CH:26][C:25]([S:28]([NH:31][C@H:32]([C:36]([O:38]C)=[O:37])[CH:33]([CH3:35])[CH3:34])(=[O:30])=[O:29])=[CH:24][CH:23]=3)[CH:19]=[CH:20][CH:21]=2)=[O:13])[NH:3]1.CO.O.[OH-].[Na+].